This data is from Forward reaction prediction with 1.9M reactions from USPTO patents (1976-2016). The task is: Predict the product of the given reaction. (1) Given the reactants O[CH2:2][C:3]1[CH:12]=[CH:11][C:6]([C:7]([O:9][CH3:10])=[O:8])=[CH:5][CH:4]=1.[Cl:13][C:14]1[S:18][C:17]([S:19]([NH:22][C@H:23]([C:26]2[CH:31]=[CH:30][CH:29]=[CH:28][CH:27]=2)[CH2:24][CH3:25])(=[O:21])=[O:20])=[CH:16][CH:15]=1, predict the reaction product. The product is: [Cl:13][C:14]1[S:18][C:17]([S:19]([N:22]([CH2:2][C:3]2[CH:12]=[CH:11][C:6]([C:7]([O:9][CH3:10])=[O:8])=[CH:5][CH:4]=2)[C@H:23]([C:26]2[CH:27]=[CH:28][CH:29]=[CH:30][CH:31]=2)[CH2:24][CH3:25])(=[O:21])=[O:20])=[CH:16][CH:15]=1. (2) Given the reactants [CH3:1][C:2]1([CH3:15])[C:10]2[C:5](=[CH:6][C:7]([N+:11]([O-:13])=[O:12])=[CH:8][CH:9]=2)[NH:4][C:3]1=[O:14].[H-].[Na+].Cl[CH2:19][CH2:20][CH2:21][N:22]1[CH2:27][CH2:26][O:25][CH2:24][CH2:23]1, predict the reaction product. The product is: [CH3:1][C:2]1([CH3:15])[C:10]2[C:5](=[CH:6][C:7]([N+:11]([O-:13])=[O:12])=[CH:8][CH:9]=2)[N:4]([CH2:19][CH2:20][CH2:21][N:22]2[CH2:27][CH2:26][O:25][CH2:24][CH2:23]2)[C:3]1=[O:14]. (3) Given the reactants [N+:1]([C:4]1[CH:21]=[CH:20][C:7]2[N:8]=[C:9]([C:11]3[CH:16]=[CH:15][C:14]([N+:17]([O-])=O)=[CH:13][CH:12]=3)[S:10][C:6]=2[CH:5]=1)([O-])=O.Cl[Sn]Cl, predict the reaction product. The product is: [NH2:17][C:14]1[CH:13]=[CH:12][C:11]([C:9]2[S:10][C:6]3[CH:5]=[C:4]([NH2:1])[CH:21]=[CH:20][C:7]=3[N:8]=2)=[CH:16][CH:15]=1. (4) Given the reactants [OH:1][CH:2]([C:6]1[O:10][N:9]=[C:8]([C:11]([O:13][CH2:14][CH3:15])=[O:12])[C:7]=1[CH3:16])[CH2:3][CH:4]=[CH2:5].[CH:17](=O)[CH3:18].[Si](OS(C(F)(F)F)(=O)=O)(C)(C)C.[Cl-].[NH4+], predict the reaction product. The product is: [CH3:16][C:7]1[C:8]([C:11]([O:13][CH2:14][CH3:15])=[O:12])=[N:9][O:10][C:6]=1[CH:2]1[CH2:3][CH:4]=[CH:5][CH:17]([CH3:18])[O:1]1. (5) Given the reactants [Cl:1][C:2]1[CH:25]=[CH:24][C:5]([CH2:6][C:7]2[CH:8]=[N:9][NH:10][C:11]=2[C@H:12]2[CH2:16][CH2:15][CH2:14][N:13]2[C:17]([O:19]C(C)(C)C)=O)=[CH:4][CH:3]=1.CCN(C(C)C)C(C)C.[N:35]([C:38]1[CH:43]=[CH:42][C:41]([C:44]([F:47])([F:46])[F:45])=[CH:40][CH:39]=1)=C=O, predict the reaction product. The product is: [Cl:1][C:2]1[CH:3]=[CH:4][C:5]([CH2:6][C:7]2[CH:8]=[N:9][NH:10][C:11]=2[C@H:12]2[CH2:16][CH2:15][CH2:14][N:13]2[C:17]([NH:35][C:38]2[CH:43]=[CH:42][C:41]([C:44]([F:45])([F:46])[F:47])=[CH:40][CH:39]=2)=[O:19])=[CH:24][CH:25]=1. (6) Given the reactants [F:1][C:2]1[CH:3]=[CH:4][C:5]2[C:11](=O)[C:10]3[CH:13]=[CH:14][CH:15]=[CH:16][C:9]=3[CH2:8][O:7][C:6]=2[CH:17]=1.[CH3:18][Mg+].[Br-], predict the reaction product. The product is: [F:1][C:2]1[CH:3]=[CH:4][C:5]2[C:11](=[CH2:18])[C:10]3[CH:13]=[CH:14][CH:15]=[CH:16][C:9]=3[CH2:8][O:7][C:6]=2[CH:17]=1. (7) The product is: [OH:28][C:25]1([C:2]2[CH:3]=[CH:4][C:5]3[O:10][CH2:9][C:8](=[O:11])[NH:7][C:6]=3[CH:12]=2)[CH2:26][CH2:27][C:22]2([O:18][CH2:19][CH2:20][O:21]2)[CH2:23][CH2:24]1. Given the reactants Br[C:2]1[CH:3]=[CH:4][C:5]2[O:10][CH2:9][C:8](=[O:11])[NH:7][C:6]=2[CH:12]=1.C([Li])CCC.[O:18]1[C:22]2([CH2:27][CH2:26][C:25](=[O:28])[CH2:24][CH2:23]2)[O:21][CH2:20][CH2:19]1.[Cl-].[NH4+], predict the reaction product.